Dataset: Reaction yield outcomes from USPTO patents with 853,638 reactions. Task: Predict the reaction yield, written as a fraction of the theoretical maximum amount of product (1.0 means a 100% yield; for example, 0.34 means a 34% yield). (1) The reactants are [CH3:1][C:2]1[N:7]=[C:6]([CH2:8][N:9]2[C:17]3[CH:16]=[CH:15][CH:14]=[C:13]([NH2:18])[C:12]=3[CH:11]=[N:10]2)[CH:5]=[CH:4][CH:3]=1.OS(O)(=O)=O.[Cl:24]N1C(=O)CCC1=O.C(=O)([O-])[O-].[Na+].[Na+]. The catalyst is O.C1COCC1. The product is [Cl:24][C:16]1[C:17]2[N:9]([CH2:8][C:6]3[CH:5]=[CH:4][CH:3]=[C:2]([CH3:1])[N:7]=3)[N:10]=[CH:11][C:12]=2[C:13]([NH2:18])=[CH:14][CH:15]=1. The yield is 0.330. (2) The reactants are [F:1][C:2]1[CH:14]=[C:13]([N+:15]([O-])=O)[CH:12]=[CH:11][C:3]=1[C:4]([O:6][C:7]([CH3:10])([CH3:9])[CH3:8])=[O:5].[Cl-].[NH4+]. The catalyst is C(O)C.O.[Fe]. The product is [C:7]([O:6][C:4](=[O:5])[C:3]1[CH:11]=[CH:12][C:13]([NH2:15])=[CH:14][C:2]=1[F:1])([CH3:10])([CH3:8])[CH3:9]. The yield is 0.980. (3) The reactants are [CH3:1][C:2]1[CH:8]=[C:7]([N+:9]([O-:11])=[O:10])[CH:6]=[CH:5][C:3]=1[NH2:4].[C:12](Cl)(Cl)=[O:13]. The catalyst is C(OCC)(=O)C. The product is [CH3:1][C:2]1[CH:8]=[C:7]([N+:9]([O-:11])=[O:10])[CH:6]=[CH:5][C:3]=1[N:4]=[C:12]=[O:13]. The yield is 0.880. (4) The reactants are [NH2:1][C:2]1[N:7]=[CH:6][C:5]([C:8]2[CH:9]=[C:10]([NH2:19])[C:11]([NH:14][C:15]([CH3:18])([CH3:17])[CH3:16])=[CH:12][CH:13]=2)=[CH:4][N:3]=1.[NH:20]1[CH:24]=[C:23]([C:25]2[CH:32]=[CH:31][CH:30]=[CH:29][C:26]=2[CH:27]=O)[CH:22]=[N:21]1.OOS([O-])=O.[K+].S([O-])([O-])(=O)=S.[Na+].[Na+]. The catalyst is CN(C=O)C.O. The product is [C:15]([N:14]1[C:11]2[CH:12]=[CH:13][C:8]([C:5]3[CH:4]=[N:3][C:2]([NH2:1])=[N:7][CH:6]=3)=[CH:9][C:10]=2[N:19]=[C:27]1[C:26]1[CH:29]=[CH:30][CH:31]=[CH:32][C:25]=1[C:23]1[CH:22]=[N:21][NH:20][CH:24]=1)([CH3:16])([CH3:18])[CH3:17]. The yield is 0.100. (5) The reactants are [CH2:1]([O:8][C:9]1[C:10]([O:28][CH3:29])=[CH:11][C:12]([N+:25]([O-:27])=[O:26])=[C:13]([CH:24]=1)[C:14]([O:16]CC1C=CC=CC=1)=[O:15])[C:2]1[CH:7]=[CH:6][CH:5]=[CH:4][CH:3]=1.[OH-].[Na+]. The catalyst is CCO.O. The product is [CH2:1]([O:8][C:9]1[C:10]([O:28][CH3:29])=[CH:11][C:12]([N+:25]([O-:27])=[O:26])=[C:13]([CH:24]=1)[C:14]([OH:16])=[O:15])[C:2]1[CH:3]=[CH:4][CH:5]=[CH:6][CH:7]=1. The yield is 0.940. (6) The reactants are C([O:8][C:9]1[N:14]=[C:13]([NH:15][C:16]2[CH:21]=[CH:20][C:19]([C:22]3[N:23]=[C:24]([N:37]4[CH2:42][CH2:41][O:40][CH2:39][C@@H:38]4[CH3:43])[C:25]4[CH2:31][CH2:30][N:29]([CH2:32][C:33]([F:36])([F:35])[F:34])[CH2:28][C:26]=4[N:27]=3)=[CH:18][CH:17]=2)[CH:12]=[CH:11][CH:10]=1)C1C=CC=CC=1.Cl.C(OC1N=C(NC2C=CC(C3N=C(N4CCOC[C@@H]4C)C4CCNCC=4N=3)=CC=2)C=CC=1)C1C=CC=CC=1.C(N(CC)C(C)C)(C)C.S(OCC(F)(F)F)(C(F)(F)F)(=O)=O. The catalyst is C(#N)C.C(OCC)(=O)C. The product is [CH3:43][C@@H:38]1[N:37]([C:24]2[C:25]3[CH2:31][CH2:30][N:29]([CH2:32][C:33]([F:35])([F:34])[F:36])[CH2:28][C:26]=3[N:27]=[C:22]([C:19]3[CH:20]=[CH:21][C:16]([NH:15][C:13]4[NH:14][C:9](=[O:8])[CH:10]=[CH:11][CH:12]=4)=[CH:17][CH:18]=3)[N:23]=2)[CH2:42][CH2:41][O:40][CH2:39]1. The yield is 1.10. (7) The reactants are [CH2:1]([N:3]([CH2:5][C:6]1[S:10][CH:9]=[C:8]([C:11]2[CH:12]=[C:13]3[C:17](=[C:18]([C:20]([NH2:22])=[O:21])[CH:19]=2)[NH:16][CH:15]=[C:14]3[CH:23]2[CH2:28][CH2:27][N:26]([S:29]([CH2:32][CH3:33])(=[O:31])=[O:30])[CH2:25][CH2:24]2)[CH:7]=1)[CH3:4])[CH3:2].[CH2:34](C1CCCN1)CC. No catalyst specified. The product is [CH2:32]([S:29]([N:26]1[CH2:27][CH2:28][CH:23]([C:14]2[C:13]3[C:17](=[C:18]([C:20]([NH2:22])=[O:21])[CH:19]=[C:11]([C:8]4[CH:7]=[C:6]([CH2:5][N:3]([CH3:4])[CH2:1][CH2:2][CH3:34])[S:10][CH:9]=4)[CH:12]=3)[NH:16][CH:15]=2)[CH2:24][CH2:25]1)(=[O:30])=[O:31])[CH3:33]. The yield is 0.637. (8) The reactants are [F:1][C:2]([F:17])([C:7]1[CH:12]=[CH:11][CH:10]=[C:9]([O:13][CH2:14][CH2:15][OH:16])[CH:8]=1)[C:3]([O:5]C)=[O:4].O1CCCC1.O.O.[OH-].[Li+]. The catalyst is CO. The product is [F:1][C:2]([F:17])([C:7]1[CH:12]=[CH:11][CH:10]=[C:9]([O:13][CH2:14][CH2:15][OH:16])[CH:8]=1)[C:3]([OH:5])=[O:4]. The yield is 0.840. (9) The reactants are [CH3:1][C:2]1[O:6][N:5]=[C:4]([C:7]2[CH:12]=[CH:11][CH:10]=[CH:9][CH:8]=2)[C:3]=1[CH2:13][O:14][C:15]1[CH:23]=[CH:22][C:18]([C:19]([OH:21])=O)=[CH:17][N:16]=1.[NH2:24][C:25]([CH3:29])([CH3:28])[CH2:26][OH:27]. No catalyst specified. The product is [OH:27][CH2:26][C:25]([NH:24][C:19](=[O:21])[C:18]1[CH:22]=[CH:23][C:15]([O:14][CH2:13][C:3]2[C:4]([C:7]3[CH:8]=[CH:9][CH:10]=[CH:11][CH:12]=3)=[N:5][O:6][C:2]=2[CH3:1])=[N:16][CH:17]=1)([CH3:29])[CH3:28]. The yield is 0.530.